Dataset: Reaction yield outcomes from USPTO patents with 853,638 reactions. Task: Predict the reaction yield, written as a fraction of the theoretical maximum amount of product (1.0 means a 100% yield; for example, 0.34 means a 34% yield). (1) The reactants are [CH3:1][O:2][C:3](=[O:26])[C@@H:4]([NH:11][C:12]([C:14]1([CH2:19][C:20]2[CH:25]=[CH:24][CH:23]=[CH:22][CH:21]=2)[CH2:18][CH2:17][CH2:16][NH:15]1)=[O:13])[C@H:5]([O:7][C:8](=[O:10])[CH3:9])[CH3:6].[C:27]([O-:30])([O-])=[O:28].[Na+].[Na+].[OH2:33]. The catalyst is C(Cl)Cl. The product is [C:8]([O:7][C@H:5]([CH3:6])[C@H:4]([NH:11][C:12]([C:14]1([CH2:19][C:20]2[CH:21]=[CH:22][CH:23]=[CH:24][CH:25]=2)[CH2:18][CH2:17][CH2:16][N:15]1[C:12]([C@@H:14]1[CH2:18][CH2:17][CH2:16][N:15]1[C:27]([O:30][CH2:19][C:20]1[CH:25]=[CH:24][CH:23]=[CH:22][CH:21]=1)=[O:28])=[O:33])=[O:13])[C:3]([O:2][CH3:1])=[O:26])(=[O:10])[CH3:9]. The yield is 0.730. (2) The reactants are C([N:8]1[CH2:13][CH:12]2[CH:10]([CH:11]2[N:14]([CH3:16])[CH3:15])[CH2:9]1)C1C=CC=CC=1. The catalyst is CO.[OH-].[OH-].[Pd+2]. The product is [CH3:15][N:14]([CH3:16])[CH:11]1[CH:12]2[CH:10]1[CH2:9][NH:8][CH2:13]2. The yield is 0.700. (3) The reactants are [CH:1]([C:3]1[O:7][C:6]([C:8]2[CH:16]=[CH:15][C:11]([C:12]([OH:14])=[O:13])=[CH:10][CH:9]=2)=[CH:5][CH:4]=1)=O.[S:17]=[C:18]1[N:22]([CH2:23][C:24]2[CH:29]=[C:28]([O:30][CH3:31])[C:27]([O:32][CH3:33])=[C:26]([O:34][CH3:35])[CH:25]=2)[C:21](=[O:36])[CH2:20][S:19]1.Cl. The catalyst is C(O)C.N1CCCCC1. The product is [O:36]=[C:21]1[C:20](=[CH:1][C:3]2[O:7][C:6]([C:8]3[CH:9]=[CH:10][C:11]([C:12]([OH:14])=[O:13])=[CH:15][CH:16]=3)=[CH:5][CH:4]=2)[S:19][C:18](=[S:17])[N:22]1[CH2:23][C:24]1[CH:25]=[C:26]([O:34][CH3:35])[C:27]([O:32][CH3:33])=[C:28]([O:30][CH3:31])[CH:29]=1. The yield is 0.770. (4) The reactants are [CH3:1][O:2][C:3]([C:5]1([C:8]2[CH:13]=[CH:12][C:11]([O:14][CH3:15])=[CH:10][CH:9]=2)[CH2:7][CH2:6]1)=[O:4].[N+:16]([O-])([OH:18])=[O:17].Cl. The catalyst is CC(OC(C)=O)=O.CC(O)=O. The product is [CH3:1][O:2][C:3]([C:5]1([C:8]2[CH:9]=[CH:10][C:11]([O:14][CH3:15])=[C:12]([N+:16]([O-:18])=[O:17])[CH:13]=2)[CH2:6][CH2:7]1)=[O:4]. The yield is 0.980. (5) The reactants are [Cl:1][C:2]1[CH:3]=[C:4]([C:9]2[O:10][C:11]([CH2:14][CH3:15])=[CH:12][N:13]=2)[CH:5]=[N:6][C:7]=1Cl.[NH:16]1[CH2:19][CH:18]([C:20]([OH:22])=[O:21])[CH2:17]1.CCN(C(C)C)C(C)C. The catalyst is CN(C=O)C. The product is [Cl:1][C:2]1[C:7]([N:16]2[CH2:19][CH:18]([C:20]([OH:22])=[O:21])[CH2:17]2)=[N:6][CH:5]=[C:4]([C:9]2[O:10][C:11]([CH2:14][CH3:15])=[CH:12][N:13]=2)[CH:3]=1. The yield is 1.00. (6) The reactants are [NH2:1][C:2]1[CH:3]=[C:4]([CH:19]=[CH:20][CH:21]=1)[O:5][C:6]1[CH:7]=[CH:8][C:9]2[N:10]([CH:12]=[C:13]([C:15]([NH:17][CH3:18])=[O:16])[N:14]=2)[N:11]=1.[CH3:22][N:23]1[C:27]([C:28](Cl)=[O:29])=[CH:26][C:25]([CH3:31])=[N:24]1.O. The yield is 0.730. The catalyst is CN(C)C(=O)C. The product is [CH3:22][N:23]1[C:27]([C:28]([NH:1][C:2]2[CH:3]=[C:4]([CH:19]=[CH:20][CH:21]=2)[O:5][C:6]2[CH:7]=[CH:8][C:9]3[N:10]([CH:12]=[C:13]([C:15]([NH:17][CH3:18])=[O:16])[N:14]=3)[N:11]=2)=[O:29])=[CH:26][C:25]([CH3:31])=[N:24]1. (7) The reactants are [NH2:1][C@@H:2]1[CH2:7][CH2:6][CH2:5][CH2:4][C@@H:3]1[NH2:8].C12BC(CCC1)CCC2.[CH2:18]([O:25][C:26](Cl)=[O:27])[C:19]1[CH:24]=[CH:23][CH:22]=[CH:21][CH:20]=1.O. The catalyst is C1COCC1.CN1C(=O)CCC1.C(OC(=O)C)C. The product is [NH2:1][C@@H:2]1[CH2:7][CH2:6][CH2:5][CH2:4][C@@H:3]1[NH:8][C:26](=[O:27])[O:25][CH2:18][C:19]1[CH:24]=[CH:23][CH:22]=[CH:21][CH:20]=1. The yield is 0.570. (8) The reactants are O=O.[C:3]([O:7][C:8]([N:10]1[CH2:15][CH2:14][C:13]([C:16]2[CH:21]=[CH:20][CH:19]=[C:18]([O:22][CH3:23])[CH:17]=2)=[C:12]([C:24]([OH:26])=[O:25])[CH2:11]1)=[O:9])([CH3:6])([CH3:5])[CH3:4].C(N(CC)CC)C.[H][H]. The catalyst is COC(C)(C)C.CO. The product is [C:3]([O:7][C:8]([N:10]1[CH2:15][CH2:14][CH:13]([C:16]2[CH:21]=[CH:20][CH:19]=[C:18]([O:22][CH3:23])[CH:17]=2)[CH:12]([C:24]([OH:26])=[O:25])[CH2:11]1)=[O:9])([CH3:6])([CH3:4])[CH3:5]. The yield is 0.800. (9) The reactants are [Si:1]([O:8][CH2:9][C:10]1[CH:11]=[C:12]([CH:24]=[C:25]([CH2:27][O:28][Si:29]([C:32]([CH3:35])([CH3:34])[CH3:33])([CH3:31])[CH3:30])[CH:26]=1)[NH:13][CH2:14][CH2:15][O:16][CH2:17][CH2:18][O:19][CH2:20][CH2:21][O:22][CH3:23])([C:4]([CH3:7])([CH3:6])[CH3:5])([CH3:3])[CH3:2].[CH3:36][S:37][S:38][C:39]([CH3:43])([CH3:42])[CH:40]=O.C(O[BH-](OC(=O)C)OC(=O)C)(=O)C.[Na+].S([O-])([O-])(=O)=O.[Mg+2]. The catalyst is ClCCCl.[Cl-].[Zn+2].[Cl-]. The product is [Si:1]([O:8][CH2:9][C:10]1[CH:11]=[C:12]([CH:24]=[C:25]([CH2:27][O:28][Si:29]([C:32]([CH3:35])([CH3:34])[CH3:33])([CH3:30])[CH3:31])[CH:26]=1)[N:13]([CH2:14][CH2:15][O:16][CH2:17][CH2:18][O:19][CH2:20][CH2:21][O:22][CH3:23])[CH2:40][C:39]([CH3:43])([S:38][S:37][CH3:36])[CH3:42])([C:4]([CH3:5])([CH3:7])[CH3:6])([CH3:3])[CH3:2]. The yield is 0.400. (10) The reactants are C([Cl:4])(=O)C.[CH3:5][S:6][C:7]1[CH:31]=[CH:30][C:10]([CH2:11][C:12]2[N:16]=[C:15]([CH:17]3[CH2:22][CH2:21][N:20](C(OC(C)(C)C)=O)[CH2:19][CH2:18]3)[O:14][N:13]=2)=[CH:9][CH:8]=1. The catalyst is CO. The product is [ClH:4].[CH3:5][S:6][C:7]1[CH:8]=[CH:9][C:10]([CH2:11][C:12]2[N:16]=[C:15]([CH:17]3[CH2:22][CH2:21][NH:20][CH2:19][CH2:18]3)[O:14][N:13]=2)=[CH:30][CH:31]=1. The yield is 1.00.